This data is from Peptide-MHC class I binding affinity with 185,985 pairs from IEDB/IMGT. The task is: Regression. Given a peptide amino acid sequence and an MHC pseudo amino acid sequence, predict their binding affinity value. This is MHC class I binding data. (1) The peptide sequence is MTFPVSLEY. The MHC is HLA-A32:15 with pseudo-sequence HLA-A32:15. The binding affinity (normalized) is 0.733. (2) The peptide sequence is LIPFLILFI. The MHC is HLA-A30:01 with pseudo-sequence HLA-A30:01. The binding affinity (normalized) is 0.577. (3) The peptide sequence is LEMNDAPTA. The MHC is HLA-A02:03 with pseudo-sequence HLA-A02:03. The binding affinity (normalized) is 0.0847. (4) The peptide sequence is TLYAVATTV. The MHC is HLA-A02:17 with pseudo-sequence HLA-A02:17. The binding affinity (normalized) is 0.317.